This data is from Full USPTO retrosynthesis dataset with 1.9M reactions from patents (1976-2016). The task is: Predict the reactants needed to synthesize the given product. (1) Given the product [OH:1][CH:2]1[CH:7]([C:8]2[CH:9]=[CH:10][C:11]([O:14][CH3:22])=[CH:12][CH:13]=2)[CH2:6][CH2:5][N:4]([C:15]([O:17][C:18]([CH3:21])([CH3:20])[CH3:19])=[O:16])[CH2:3]1, predict the reactants needed to synthesize it. The reactants are: [OH:1][CH:2]1[CH:7]([C:8]2[CH:13]=[CH:12][C:11]([OH:14])=[CH:10][CH:9]=2)[CH2:6][CH2:5][N:4]([C:15]([O:17][C:18]([CH3:21])([CH3:20])[CH3:19])=[O:16])[CH2:3]1.[C:22](=O)([O-])[O-].[K+].[K+].S(OC)(OC)(=O)=O. (2) Given the product [C:3]1([C:9]2[C:17]3[C:12](=[CH:13][CH:14]=[CH:15][CH:16]=3)[N:11]([CH2:19][C:20]3[S:21][CH:22]=[C:23]([C:25]([OH:27])=[O:26])[N:24]=3)[N:10]=2)[CH:4]=[CH:5][CH:6]=[CH:7][CH:8]=1, predict the reactants needed to synthesize it. The reactants are: [H-].[Na+].[C:3]1([C:9]2[C:17]3[C:12](=[CH:13][CH:14]=[CH:15][CH:16]=3)[NH:11][N:10]=2)[CH:8]=[CH:7][CH:6]=[CH:5][CH:4]=1.Br[CH2:19][C:20]1[S:21][CH:22]=[C:23]([C:25]([O:27]CC)=[O:26])[N:24]=1.O. (3) Given the product [F:8][C:7]1[C:2]([N:19]([CH3:18])[CH2:20][C:21]2[CH:26]=[CH:25][N:24]=[CH:23][CH:22]=2)=[N:3][C:4]([CH3:10])=[N:5][C:6]=1[NH:28][NH2:29], predict the reactants needed to synthesize it. The reactants are: Cl[C:2]1[C:7]([F:8])=[C:6](Cl)[N:5]=[C:4]([CH3:10])[N:3]=1.C(N(CC)CC)C.[CH3:18][NH:19][CH2:20][C:21]1[CH:26]=[CH:25][N:24]=[CH:23][CH:22]=1.O.[NH2:28][NH2:29]. (4) Given the product [Cl:31][C:28]1[CH:29]=[CH:30][C:25]([CH:10]2[C:5]3[N:6]([CH:7]([CH3:9])[CH3:8])[C:2]([C:37]4[CH:36]=[N:35][C:34]([O:33][CH3:32])=[CH:39][CH:38]=4)=[N:3][C:4]=3[C:12](=[O:13])[N:11]2[C:14]2[CH:15]=[C:16]([CH3:24])[C:17]3[N:21]=[N:20][N:19]([CH3:22])[C:18]=3[CH:23]=2)=[CH:26][CH:27]=1, predict the reactants needed to synthesize it. The reactants are: Br[C:2]1[N:6]([CH:7]([CH3:9])[CH3:8])[C:5]2[CH:10]([C:25]3[CH:30]=[CH:29][C:28]([Cl:31])=[CH:27][CH:26]=3)[N:11]([C:14]3[CH:15]=[C:16]([CH3:24])[C:17]4[N:21]=[N:20][N:19]([CH3:22])[C:18]=4[CH:23]=3)[C:12](=[O:13])[C:4]=2[N:3]=1.[CH3:32][O:33][C:34]1[CH:39]=[CH:38][C:37](B(O)O)=[CH:36][N:35]=1.C([O-])(O)=O.[Na+]. (5) Given the product [Cl:32][C:33]1[CH:34]=[CH:35][C:36](/[CH:39]=[CH:9]/[C:10]2[CH:11]=[CH:12][C:13]([C:16]([F:17])([F:18])[F:19])=[CH:14][CH:15]=2)=[CH:37][N:38]=1, predict the reactants needed to synthesize it. The reactants are: [Br-].C1([P+](C2C=CC=CC=2)(C2C=CC=CC=2)[CH2:9][C:10]2[CH:15]=[CH:14][C:13]([C:16]([F:19])([F:18])[F:17])=[CH:12][CH:11]=2)C=CC=CC=1.[Cl:32][C:33]1[N:38]=[CH:37][C:36]([CH:39]=O)=[CH:35][CH:34]=1.CC(C)([O-])C.[Na+]. (6) Given the product [C:41]([N:21]1[CH2:13][CH2:18][CH:17]([NH:19][C:10]([C:7]2[CH:8]=[C:9]3[C:4]([CH:3]=[CH:2][NH:1]3)=[CH:5][CH:6]=2)=[O:12])[CH2:16]1)([O:40][CH2:39][C:32]1[CH:33]=[CH:34][CH:35]=[CH:36][CH:37]=1)=[O:42], predict the reactants needed to synthesize it. The reactants are: [NH:1]1[C:9]2[C:4](=[CH:5][CH:6]=[C:7]([C:10]([OH:12])=O)[CH:8]=2)[CH:3]=[CH:2]1.[CH:13]1C=C[C:16]2[N:21](O)N=[N:19][C:17]=2[CH:18]=1.[CH2:32]1[CH2:37][CH2:36][CH:35](N=C=N[CH:32]2[CH2:37][CH2:36][CH2:35][CH2:34][CH2:33]2)[CH2:34][CH2:33]1.C[CH2:39][O:40][C:41](C)=[O:42].